From a dataset of Catalyst prediction with 721,799 reactions and 888 catalyst types from USPTO. Predict which catalyst facilitates the given reaction. Reactant: C(OC(=O)[NH:7][C:8]1[CH:13]=[CH:12][C:11]([C:14]#[C:15][C:16]2[CH:21]=[CH:20][CH:19]=[CH:18][N:17]=2)=[CH:10][C:9]=1[NH2:22])(C)(C)C.CC1(C)O[C:29]([C:31]2[CH:32]=[C:33]([CH:36]=[CH:37][CH:38]=2)[C:34]#[N:35])=[CH:28][C:27](=[O:39])O1.C(O)(C(F)(F)F)=O. Product: [O:39]=[C:27]1[CH2:28][C:29]([C:31]2[CH:32]=[C:33]([CH:36]=[CH:37][CH:38]=2)[C:34]#[N:35])=[N:7][C:8]2[CH:13]=[CH:12][C:11]([C:14]#[C:15][C:16]3[CH:21]=[CH:20][CH:19]=[CH:18][N:17]=3)=[CH:10][C:9]=2[NH:22]1. The catalyst class is: 2.